This data is from Full USPTO retrosynthesis dataset with 1.9M reactions from patents (1976-2016). The task is: Predict the reactants needed to synthesize the given product. (1) Given the product [I:39][CH2:10][C@@H:9]1[CH2:12][CH2:13][CH2:14][N:8]1[C:1]([O:3][C:4]([CH3:7])([CH3:6])[CH3:5])=[O:2], predict the reactants needed to synthesize it. The reactants are: [C:1]([N:8]1[CH2:14][CH2:13][CH2:12][C@H:9]1[CH2:10]O)([O:3][C:4]([CH3:7])([CH3:6])[CH3:5])=[O:2].N1C=CN=C1.C1(P(C2C=CC=CC=2)C2C=CC=CC=2)C=CC=CC=1.[I:39]I.S([O-])([O-])(=O)=S.[Na+].[Na+]. (2) Given the product [F:21][C:22]1[C:34]([CH:8]=[O:9])=[C:33]([F:35])[CH:32]=[CH:31][C:23]=1[C:24]([O:26][C:27]([CH3:30])([CH3:29])[CH3:28])=[O:25], predict the reactants needed to synthesize it. The reactants are: C([Li])CCC.C1C[O:9][CH2:8]C1.CC1CCCN(C)C1(C)C.[F:21][C:22]1[CH:34]=[C:33]([F:35])[CH:32]=[CH:31][C:23]=1[C:24]([O:26][C:27]([CH3:30])([CH3:29])[CH3:28])=[O:25].CN(C=O)C. (3) Given the product [CH2:28]([N:30]([CH2:31][CH3:32])[C:24]([CH2:25][C:5]1[C:4]2[C:8](=[CH:9][CH:10]=[C:2]([F:1])[CH:3]=2)[N:7]([CH2:11][C:12]2[C:21]3[C:16](=[CH:17][CH:18]=[CH:19][CH:20]=3)[CH:15]=[CH:14][CH:13]=2)[C:6]=1[C:22]([OH:23])=[O:27])=[O:26])[CH3:29], predict the reactants needed to synthesize it. The reactants are: [F:1][C:2]1[CH:3]=[C:4]2[C:8](=[CH:9][CH:10]=1)[N:7]([CH2:11][C:12]1[C:21]3[C:16](=[CH:17][CH:18]=[CH:19][CH:20]=3)[CH:15]=[CH:14][CH:13]=1)[C:6]1[C:22](=[O:27])[O:23][C:24](=[O:26])[CH2:25][C:5]2=1.[CH2:28]([NH:30][CH2:31][CH3:32])[CH3:29]. (4) Given the product [Br:1][CH2:20][CH2:19][O:18][CH2:17][C:16]1[CH:22]=[CH:23][C:24]([Cl:25])=[C:14]([Cl:13])[CH:15]=1, predict the reactants needed to synthesize it. The reactants are: [Br:1]CCOCCC1C=CC=CC=1.[Cl:13][C:14]1[CH:15]=[C:16]([CH:22]=[CH:23][C:24]=1[Cl:25])[CH2:17][O:18][CH2:19][CH2:20]O.C(OCCO)CC1C=CC=CC=1. (5) Given the product [NH2:7][CH2:8][CH2:9][CH2:10][N:11]([CH2:16][C:17]1[CH:22]=[CH:21][CH:20]=[C:19]([C:23]2[CH:28]=[CH:27][N:26]=[C:25]([NH:31][CH2:32][CH2:33][C:34]3[CH:35]=[C:36]([O:43][CH3:44])[C:37]([OH:42])=[C:38]([O:40][CH3:41])[CH:39]=3)[N:24]=2)[CH:18]=1)[S:12]([CH3:15])(=[O:13])=[O:14], predict the reactants needed to synthesize it. The reactants are: C(OC(=O)[NH:7][CH2:8][CH2:9][CH2:10][N:11]([CH2:16][C:17]1[CH:22]=[CH:21][CH:20]=[C:19]([C:23]2[CH:28]=[CH:27][N:26]=[C:25](Cl)[N:24]=2)[CH:18]=1)[S:12]([CH3:15])(=[O:14])=[O:13])(C)(C)C.[NH2:31][CH2:32][CH2:33][C:34]1[CH:39]=[C:38]([O:40][CH3:41])[C:37]([OH:42])=[C:36]([O:43][CH3:44])[CH:35]=1. (6) Given the product [CH3:16][O:17][C:18]1[CH:19]=[CH:20][C:21]([OH:26])=[C:22]([C:23]2[N:2]([CH3:1])[N:3]=[C:4]([C:6]3[C:11]([C:12]([F:13])([F:14])[F:15])=[CH:10][CH:9]=[CH:8][N:7]=3)[N:5]=2)[CH:25]=1, predict the reactants needed to synthesize it. The reactants are: [CH3:1][NH:2][NH:3][C:4]([C:6]1[C:11]([C:12]([F:15])([F:14])[F:13])=[CH:10][CH:9]=[CH:8][N:7]=1)=[NH:5].[CH3:16][O:17][C:18]1[CH:19]=[CH:20][C:21]([OH:26])=[C:22]([CH:25]=1)[CH:23]=O. (7) Given the product [C:18]1([C:21]2[CH:22]=[CH:23][CH:24]=[CH:25][CH:26]=2)[CH:17]=[CH:16][C:15]([CH2:14][C@H:12]2[N:11](/[CH:27]=[CH:28]/[C:29]3[CH:30]=[CH:31][CH:32]=[CH:33][CH:34]=3)[C:10](=[O:35])[C:9](=[CH2:1])[CH2:13]2)=[CH:20][CH:19]=1, predict the reactants needed to synthesize it. The reactants are: [C:1]([C@@H:9]1[CH2:13][CH:12]([CH2:14][C:15]2[CH:20]=[CH:19][C:18]([C:21]3[CH:26]=[CH:25][CH:24]=[CH:23][CH:22]=3)=[CH:17][CH:16]=2)[N:11](/[CH:27]=[CH:28]/[C:29]2[CH:34]=[CH:33][CH:32]=[CH:31][CH:30]=2)[C:10]1=[O:35])(=O)C1C=CC=CC=1.CCN(C(C)C)C(C)C.[O-]S([O-])(=O)=O.[Na+].[Na+].C=O.Cl. (8) Given the product [CH3:1][O:2][C:3]([C:4]1[NH:10][C:11]2[C:12]([C:6](=[O:8])[CH:5]=1)=[C:13]([CH3:21])[CH:14]=[C:15]1[C:20]=2[N:19]=[CH:18][CH:17]=[CH:16]1)=[O:22], predict the reactants needed to synthesize it. The reactants are: [CH3:1][O:2][C:3](=[O:22])[C:4]([NH:10][C:11]1[CH:12]=[C:13]([CH3:21])[CH:14]=[C:15]2[C:20]=1[N:19]=[CH:18][CH:17]=[CH:16]2)=[CH:5][C:6]([O:8]C)=O. (9) Given the product [Cl:1][C:2]1[C:8]([Cl:9])=[CH:7][CH:6]=[C:5]([N+:10]([O-:12])=[O:11])[C:3]=1[NH:4][CH3:16], predict the reactants needed to synthesize it. The reactants are: [Cl:1][C:2]1[C:8]([Cl:9])=[CH:7][CH:6]=[C:5]([N+:10]([O-:12])=[O:11])[C:3]=1[NH2:4].[OH-].[Na+].[Cl-].[C:16]([NH3+])(C)(C)C.S(OC)(OC)(=O)=O. (10) Given the product [CH:13]1(/[CH:19]=[C:20](\[C:2]2[CH:7]=[CH:6][C:5]([S:8]([NH:11][CH3:12])(=[O:10])=[O:9])=[CH:4][CH:3]=2)/[CH2:21][OH:22])[CH2:18][CH2:17][CH2:16][CH2:15][CH2:14]1, predict the reactants needed to synthesize it. The reactants are: Br[C:2]1[CH:7]=[CH:6][C:5]([S:8]([NH:11][CH3:12])(=[O:10])=[O:9])=[CH:4][CH:3]=1.[CH:13]1(/[CH:19]=[C:20](\B2OC(C)(C)C(C)(C)O2)/[CH2:21][OH:22])[CH2:18][CH2:17][CH2:16][CH2:15][CH2:14]1.[F-].[Cs+].